Dataset: Forward reaction prediction with 1.9M reactions from USPTO patents (1976-2016). Task: Predict the product of the given reaction. Given the reactants [CH2:1]([O:8][N:9]1[C:12]2([CH:17]=[CH:16][C:15](=[O:18])[CH:14]([O:19][Si:20]([C:23]([CH3:26])([CH3:25])[CH3:24])([CH3:22])[CH3:21])[CH:13]2[OH:27])[CH2:11][C:10]1=[O:28])[C:2]1[CH:7]=[CH:6][CH:5]=[CH:4][CH:3]=1.[CH3:29][Si:30]([CH3:37])([CH3:36])N1C=CN=C1, predict the reaction product. The product is: [CH2:1]([O:8][N:9]1[C:12]2([CH:17]=[CH:16][C:15](=[O:18])[CH:14]([O:19][Si:20]([C:23]([CH3:24])([CH3:25])[CH3:26])([CH3:21])[CH3:22])[CH:13]2[O:27][Si:30]([CH3:37])([CH3:36])[CH3:29])[CH2:11][C:10]1=[O:28])[C:2]1[CH:7]=[CH:6][CH:5]=[CH:4][CH:3]=1.